Dataset: Peptide-MHC class II binding affinity with 134,281 pairs from IEDB. Task: Regression. Given a peptide amino acid sequence and an MHC pseudo amino acid sequence, predict their binding affinity value. This is MHC class II binding data. (1) The peptide sequence is TVGTKTFLVHREWFM. The MHC is DRB1_0401 with pseudo-sequence DRB1_0401. The binding affinity (normalized) is 0.386. (2) The peptide sequence is DLDDEQEILNYMSPH. The MHC is DRB1_0404 with pseudo-sequence DRB1_0404. The binding affinity (normalized) is 0.409. (3) The MHC is DRB1_1301 with pseudo-sequence DRB1_1301. The peptide sequence is KSKPKVYQWFDLR. The binding affinity (normalized) is 0. (4) The peptide sequence is SCISSGFIGLCKTLG. The MHC is DRB1_0101 with pseudo-sequence DRB1_0101. The binding affinity (normalized) is 0.202. (5) The peptide sequence is LIDDVLAILPLDDLK. The MHC is HLA-DQA10104-DQB10503 with pseudo-sequence HLA-DQA10104-DQB10503. The binding affinity (normalized) is 0.224. (6) The peptide sequence is AGALEVHAVKPVTEE. The MHC is DRB1_1602 with pseudo-sequence DRB1_1602. The binding affinity (normalized) is 0.0962.